This data is from Reaction yield outcomes from USPTO patents with 853,638 reactions. The task is: Predict the reaction yield, written as a fraction of the theoretical maximum amount of product (1.0 means a 100% yield; for example, 0.34 means a 34% yield). (1) The reactants are [CH3:1][O:2][C:3](=[O:18])[CH2:4][C:5]1[C:6](=[O:17])[N:7]([CH2:10][C:11]2[CH:16]=[CH:15][CH:14]=[CH:13][CH:12]=2)[CH2:8][CH:9]=1.[H][H].[CH3:21]O. The catalyst is [Pd]. The product is [CH3:1][O:2][C:3](=[O:18])[CH2:4][CH:5]1[CH2:9][CH2:8][N:7]([CH2:10][CH2:11][C:16]2[CH:15]=[CH:14][CH:13]=[CH:12][CH:21]=2)[C:6]1=[O:17]. The yield is 0.950. (2) The reactants are Cl[C:2]1[C:11]2[C:6](=[CH:7][CH:8]=[C:9]([Br:12])[CH:10]=2)[N:5]=[CH:4][CH:3]=1.[NH:13]1[CH2:18][CH2:17][CH2:16][CH2:15][CH2:14]1. The catalyst is CN1CCCC1=O. The product is [Br:12][C:9]1[CH:10]=[C:11]2[C:6](=[CH:7][CH:8]=1)[N:5]=[CH:4][CH:3]=[C:2]2[N:13]1[CH2:18][CH2:17][CH2:16][CH2:15][CH2:14]1. The yield is 0.730.